Task: Regression/Classification. Given a drug SMILES string, predict its absorption, distribution, metabolism, or excretion properties. Task type varies by dataset: regression for continuous measurements (e.g., permeability, clearance, half-life) or binary classification for categorical outcomes (e.g., BBB penetration, CYP inhibition). Dataset: cyp3a4_veith.. Dataset: CYP3A4 inhibition data for predicting drug metabolism from PubChem BioAssay (1) The compound is CC(C)(C)N1C(=O)[C@H]2CC[C@@H]3/C(=N\NC(=O)OCc4ccccc4)C[C@@H](O)[C@@H](O)[C@@H]3[C@@H]2C1=O. The result is 0 (non-inhibitor). (2) The drug is CC(=O)C1=C(NC(=O)c2ccc(F)cc2)CC2C1C2(C)C. The result is 0 (non-inhibitor).